This data is from Forward reaction prediction with 1.9M reactions from USPTO patents (1976-2016). The task is: Predict the product of the given reaction. (1) Given the reactants [CH2:1]([O:3][C:4]([C:6]1[S:7][C:8]2[CH:14]=[C:13]([C:15]([F:30])(C(OC(C)(C)C)=O)[C:16]([O:18]C(C)(C)C)=[O:17])[CH:12]=[CH:11][C:9]=2[CH:10]=1)=[O:5])[CH3:2].C(O)(C(F)(F)F)=O, predict the reaction product. The product is: [CH2:1]([O:3][C:4]([C:6]1[S:7][C:8]2[CH:14]=[C:13]([CH:15]([C:16]([OH:18])=[O:17])[F:30])[CH:12]=[CH:11][C:9]=2[CH:10]=1)=[O:5])[CH3:2]. (2) Given the reactants [CH2:1]([O:8][C:9]1[CH:13]=[C:12]([C:14]([OH:16])=[O:15])[N:11]([C:17]2[CH:22]=[CH:21][CH:20]=[CH:19][CH:18]=2)[N:10]=1)[C:2]1[CH:7]=[CH:6][CH:5]=[CH:4][CH:3]=1.IC.[C:25](=O)([O-])[O-].[K+].[K+].Cl, predict the reaction product. The product is: [CH2:1]([O:8][C:9]1[CH:13]=[C:12]([C:14]([O:16][CH3:25])=[O:15])[N:11]([C:17]2[CH:22]=[CH:21][CH:20]=[CH:19][CH:18]=2)[N:10]=1)[C:2]1[CH:3]=[CH:4][CH:5]=[CH:6][CH:7]=1. (3) The product is: [CH3:32][N:33]([CH3:34])[C:25](=[O:26])[C:24]1[CH:28]=[CH:29][CH:30]=[C:22]([CH2:21][N:3]2[C:4]3[C:9](=[CH:8][C:7]([C:11]([OH:20])([C:16]([F:19])([F:18])[F:17])[C:12]([F:13])([F:14])[F:15])=[CH:6][CH:5]=3)[CH:10]=[C:2]2[CH3:1])[CH:23]=1. Given the reactants [CH3:1][C:2]1[N:3]([CH2:21][C:22]2[CH:23]=[C:24]([CH:28]=[CH:29][CH:30]=2)[C:25](O)=[O:26])[C:4]2[C:9]([CH:10]=1)=[CH:8][C:7]([C:11]([OH:20])([C:16]([F:19])([F:18])[F:17])[C:12]([F:15])([F:14])[F:13])=[CH:6][CH:5]=2.Cl.[CH3:32][NH:33][CH3:34].CN1CCOCC1.C1C=CC2N(O)N=NC=2C=1.CCN=C=NCCCN(C)C, predict the reaction product. (4) Given the reactants Cl.[O:2]1[C:11]2[C:6](=[N:7][CH:8]=[CH:9][CH:10]=2)[O:5][CH2:4][CH:3]1[CH2:12][O:13][C:14]1[CH:42]=[C:18]2[C:19]3[C:24]([CH2:25][CH2:26][N:17]2[C:16](=[O:43])[N:15]=1)=[CH:23][C:22]([C:27]#[C:28][C:29]1([N:33]([CH2:40][CH3:41])S(C(C)(C)C)=O)[CH2:32][O:31][CH2:30]1)=[CH:21][CH:20]=3, predict the reaction product. The product is: [O:2]1[C:11]2[C:6](=[N:7][CH:8]=[CH:9][CH:10]=2)[O:5][CH2:4][CH:3]1[CH2:12][O:13][C:14]1[CH:42]=[C:18]2[C:19]3[C:24]([CH2:25][CH2:26][N:17]2[C:16](=[O:43])[N:15]=1)=[CH:23][C:22]([C:27]#[C:28][C:29]1([NH:33][CH2:40][CH3:41])[CH2:32][O:31][CH2:30]1)=[CH:21][CH:20]=3.